This data is from Forward reaction prediction with 1.9M reactions from USPTO patents (1976-2016). The task is: Predict the product of the given reaction. (1) Given the reactants [C:1]([N:4]1[CH2:9][CH2:8][CH:7]([CH:10]2[C:18]3[C:13](=[CH:14][CH:15]=[CH:16][CH:17]=3)[N:12]([CH2:19][C:20]3[CH:25]=[CH:24][C:23]([N+:26]([O-:28])=[O:27])=[CH:22][CH:21]=3)[CH2:11]2)[CH2:6][CH2:5]1)(=[O:3])[CH3:2].[N+](C1C=CC=CC=1)([O-])=O, predict the reaction product. The product is: [C:1]([N:4]1[CH2:9][CH2:8][CH:7]([C:10]2[C:18]3[C:13](=[CH:14][CH:15]=[CH:16][CH:17]=3)[N:12]([CH2:19][C:20]3[CH:21]=[CH:22][C:23]([N+:26]([O-:28])=[O:27])=[CH:24][CH:25]=3)[CH:11]=2)[CH2:6][CH2:5]1)(=[O:3])[CH3:2]. (2) Given the reactants Br[C:2]1[N:3]=[C:4]([C:9]2[NH:13][C:12]3[CH:14]=[C:15]([CH3:18])[CH:16]=[CH:17][C:11]=3[N:10]=2)[C:5]([NH2:8])=[N:6][CH:7]=1.[CH3:19][N:20]1[CH:25]=[C:24](B2OC(C)(C)C(C)(C)O2)[CH:23]=[CH:22][C:21]1=[O:35].C(=O)([O-])[O-].[K+].[K+], predict the reaction product. The product is: [NH2:8][C:5]1[N:6]=[CH:7][C:2]([C:24]2[CH:23]=[CH:22][C:21](=[O:35])[N:20]([CH3:19])[CH:25]=2)=[N:3][C:4]=1[C:9]1[NH:13][C:12]2[CH:14]=[C:15]([CH3:18])[CH:16]=[CH:17][C:11]=2[N:10]=1.